Task: Predict the reaction yield, written as a fraction of the theoretical maximum amount of product (1.0 means a 100% yield; for example, 0.34 means a 34% yield).. Dataset: Reaction yield outcomes from USPTO patents with 853,638 reactions (1) The reactants are [F:1][C:2]([F:13])([F:12])[C:3]1[CH:4]=[C:5]([CH:9]=[CH:10][CH:11]=1)[C:6]([OH:8])=O.C(N1C=CN=C1)(N1C=CN=C1)=O.Cl.[NH2:27][CH2:28][C:29]1[CH:38]=[CH:37][CH:36]=[C:35]2[C:30]=1[C:31](=[O:48])[N:32]([CH:40]1[CH2:45][CH2:44][C:43](=[O:46])[NH:42][C:41]1=[O:47])[C:33]([CH3:39])=[N:34]2. The catalyst is CN(C=O)C. The product is [O:47]=[C:41]1[CH:40]([N:32]2[C:31](=[O:48])[C:30]3[C:35](=[CH:36][CH:37]=[CH:38][C:29]=3[CH2:28][NH:27][C:6](=[O:8])[C:5]3[CH:9]=[CH:10][CH:11]=[C:3]([C:2]([F:1])([F:13])[F:12])[CH:4]=3)[N:34]=[C:33]2[CH3:39])[CH2:45][CH2:44][C:43](=[O:46])[NH:42]1. The yield is 0.620. (2) The reactants are Cl[C:2]1[N:7]=[C:6]([NH:8][CH:9]2[CH2:17][CH:16]3[N:12]([CH2:13][CH2:14][CH2:15]3)[C:11]([CH3:19])([CH3:18])[CH2:10]2)[C:5]([F:20])=[CH:4][N:3]=1.[O:21]1[CH2:25][CH2:24][C@@H:23]([O:26][C:27]2[CH:34]=[CH:33][C:32]([NH2:35])=[CH:31][C:28]=2[C:29]#[N:30])[CH2:22]1. The catalyst is CC(O)C. The product is [NH3:3].[CH3:22][OH:21].[O:21]1[CH2:25][CH2:24][C@@H:23]([O:26][C:27]2[CH:34]=[CH:33][C:32]([NH:35][C:2]3[N:7]=[C:6]([NH:8][CH:9]4[CH2:17][CH:16]5[N:12]([CH2:13][CH2:14][CH2:15]5)[C:11]([CH3:19])([CH3:18])[CH2:10]4)[C:5]([F:20])=[CH:4][N:3]=3)=[CH:31][C:28]=2[C:29]#[N:30])[CH2:22]1. The yield is 0.0100. (3) The reactants are [OH:1][CH:2]1[CH:7]([OH:8])[CH:6]([OH:9])[CH2:5][C:4](=O)[CH2:3]1.C(N(C(C)C)CC)(C)C.C(OC(=O)C)(=O)C. The catalyst is C(Cl)Cl.CN(C)C1C=CN=CC=1. The product is [OH:9][C:6]1[CH2:5][CH2:4][CH2:3][C:2](=[O:1])[C:7]=1[OH:8]. The yield is 1.00. (4) The reactants are [C:1]([O:5][C:6]#[C:7][CH2:8][CH3:9])#[C:2][CH2:3][CH3:4].[Cl:10][S:11]([OH:14])(=O)=[O:12].[C:15](Cl)(=O)[C:16](Cl)=O.CN(C=O)C. The catalyst is ClCCl.CCCCCC. The product is [CH2:1]([O:5][C:6]1[CH:16]=[CH:15][C:9]([S:11]([Cl:10])(=[O:14])=[O:12])=[CH:8][CH:7]=1)[C:2]#[C:3][CH3:4]. The yield is 0.530.